This data is from Forward reaction prediction with 1.9M reactions from USPTO patents (1976-2016). The task is: Predict the product of the given reaction. (1) Given the reactants C([O:3][P:4]([CH2:9][S:10][CH2:11][C:12]([OH:14])=O)([O:6]CC)=[O:5])C.[C:15]([CH:18]([NH:30][C:31]([CH:33]1[CH2:38][CH2:37][CH2:36][CH2:35][NH:34]1)=[O:32])[CH2:19][C:20]1[CH:29]=[CH:28][C:27]2[C:22](=[CH:23][CH:24]=[CH:25][CH:26]=2)[CH:21]=1)(=[O:17])[NH2:16].C(OP(=O)OCC)C, predict the reaction product. The product is: [C:15]([CH:18]([NH:30][C:31]([CH:33]1[CH2:38][CH2:37][CH2:36][CH2:35][N:34]1[C:12](=[O:14])[CH2:11][S:10][CH2:9][P:4](=[O:5])([OH:3])[OH:6])=[O:32])[CH2:19][C:20]1[CH:29]=[CH:28][C:27]2[C:22](=[CH:23][CH:24]=[CH:25][CH:26]=2)[CH:21]=1)(=[O:17])[NH2:16]. (2) Given the reactants [Br:1][C:2]1[C:3]([N:16]([CH3:21])[S:17]([CH3:20])(=[O:19])=[O:18])=[CH:4][C:5]2[O:9][C:8](I)=[C:7]([C:11]([NH:13][CH3:14])=[O:12])[C:6]=2[CH:15]=1.[S:22]1[CH2:27][CH:26]=[C:25](B2OC(C)(C)C(C)(C)O2)[CH2:24][CH2:23]1.C([O-])([O-])=O.[Cs+].[Cs+].C1(C)C=CC=CC=1P(C1C=CC=CC=1C)C1C=CC=CC=1C, predict the reaction product. The product is: [Br:1][C:2]1[C:3]([N:16]([CH3:21])[S:17]([CH3:20])(=[O:19])=[O:18])=[CH:4][C:5]2[O:9][C:8]([C:25]3[CH2:26][CH2:27][S:22][CH2:23][CH:24]=3)=[C:7]([C:11]([NH:13][CH3:14])=[O:12])[C:6]=2[CH:15]=1. (3) Given the reactants [Cl:1][CH2:2][CH2:3][CH2:4][O:5][C:6]1[CH:11]=[CH:10][C:9]([C:12](=[S:14])[NH2:13])=[CH:8][CH:7]=1.Cl[CH:16](OCC)[CH2:17]CCl.ClCCl, predict the reaction product. The product is: [Cl:1][CH2:2][CH2:3][CH2:4][O:5][C:6]1[CH:11]=[CH:10][C:9]([C:12]2[S:14][CH:16]=[CH:17][N:13]=2)=[CH:8][CH:7]=1. (4) Given the reactants I[C:2]1[CH:3]=[C:4]([NH:9][C:10]2[N:15]=[C:14]([C:16]([F:19])([F:18])[F:17])[CH:13]=[CH:12][N:11]=2)[CH:5]=[C:6]([CH3:8])[CH:7]=1.O[C:21]1([C:33]2[N:34]=[CH:35][NH:36][CH:37]=2)[CH2:26][CH2:25][CH:24]([C:27]([O:29]C)=[O:28])[C:23]([CH3:32])([CH3:31])[CH2:22]1.C([O-])([O-])=O.[K+].[K+].N1CCC[C@H]1C(O)=O, predict the reaction product. The product is: [CH3:31][C:23]1([CH3:32])[CH:24]([C:27]([OH:29])=[O:28])[CH2:25][CH:26]=[C:21]([C:33]2[N:34]=[CH:35][N:36]([C:2]3[CH:3]=[C:4]([NH:9][C:10]4[N:15]=[C:14]([C:16]([F:19])([F:18])[F:17])[CH:13]=[CH:12][N:11]=4)[CH:5]=[C:6]([CH3:8])[CH:7]=3)[CH:37]=2)[CH2:22]1.